This data is from NCI-60 drug combinations with 297,098 pairs across 59 cell lines. The task is: Regression. Given two drug SMILES strings and cell line genomic features, predict the synergy score measuring deviation from expected non-interaction effect. (1) Drug 1: C1=NNC2=C1C(=O)NC=N2. Drug 2: CC1=C(C(=O)C2=C(C1=O)N3CC4C(C3(C2COC(=O)N)OC)N4)N. Cell line: HL-60(TB). Synergy scores: CSS=42.5, Synergy_ZIP=3.28, Synergy_Bliss=2.29, Synergy_Loewe=-44.3, Synergy_HSA=-0.310. (2) Drug 1: CC1C(C(CC(O1)OC2CC(CC3=C2C(=C4C(=C3O)C(=O)C5=C(C4=O)C(=CC=C5)OC)O)(C(=O)C)O)N)O.Cl. Drug 2: CCC1(CC2CC(C3=C(CCN(C2)C1)C4=CC=CC=C4N3)(C5=C(C=C6C(=C5)C78CCN9C7C(C=CC9)(C(C(C8N6C)(C(=O)OC)O)OC(=O)C)CC)OC)C(=O)OC)O.OS(=O)(=O)O. Cell line: CCRF-CEM. Synergy scores: CSS=68.7, Synergy_ZIP=6.92, Synergy_Bliss=9.94, Synergy_Loewe=7.44, Synergy_HSA=11.4. (3) Drug 1: CC1=C2C(C(=O)C3(C(CC4C(C3C(C(C2(C)C)(CC1OC(=O)C(C(C5=CC=CC=C5)NC(=O)OC(C)(C)C)O)O)OC(=O)C6=CC=CC=C6)(CO4)OC(=O)C)OC)C)OC. Drug 2: C1C(C(OC1N2C=NC3=C2NC=NCC3O)CO)O. Cell line: HL-60(TB). Synergy scores: CSS=86.1, Synergy_ZIP=15.2, Synergy_Bliss=15.3, Synergy_Loewe=-19.6, Synergy_HSA=15.1. (4) Drug 1: C1CC(=O)NC(=O)C1N2CC3=C(C2=O)C=CC=C3N. Drug 2: CCC1(CC2CC(C3=C(CCN(C2)C1)C4=CC=CC=C4N3)(C5=C(C=C6C(=C5)C78CCN9C7C(C=CC9)(C(C(C8N6C=O)(C(=O)OC)O)OC(=O)C)CC)OC)C(=O)OC)O.OS(=O)(=O)O. Cell line: CCRF-CEM. Synergy scores: CSS=6.76, Synergy_ZIP=-0.129, Synergy_Bliss=-2.69, Synergy_Loewe=-40.5, Synergy_HSA=-4.98.